This data is from Forward reaction prediction with 1.9M reactions from USPTO patents (1976-2016). The task is: Predict the product of the given reaction. (1) Given the reactants [F:1][C:2]1[CH:3]=[C:4]([CH2:8][CH2:9][CH2:10][NH2:11])[CH:5]=[CH:6][CH:7]=1.C[O:13][C:14](=O)[C:15]1[CH:20]=[CH:19][CH:18]=[CH:17][C:16]=1[CH2:21]Br.C([O-])([O-])=O.[K+].[K+].C(OCC)(=O)C, predict the reaction product. The product is: [F:1][C:2]1[CH:3]=[C:4]([CH2:8][CH2:9][CH2:10][N:11]2[CH2:21][C:16]3[C:15](=[CH:20][CH:19]=[CH:18][CH:17]=3)[C:14]2=[O:13])[CH:5]=[CH:6][CH:7]=1. (2) Given the reactants [CH3:1][O:2][CH2:3][CH2:4][NH2:5].[Cl:6][C:7]1[CH:12]=[CH:11][CH:10]=[CH:9][C:8]=1[CH2:13][N:14]1[C:19](=[O:20])[C:18]([C:21]([NH:23][CH2:24][C:25]([O:27]CC)=[O:26])=[O:22])=[C:17]([OH:30])[C:16]([C:31](OC)=[O:32])=[C:15]1[OH:35], predict the reaction product. The product is: [Cl:6][C:7]1[CH:12]=[CH:11][CH:10]=[CH:9][C:8]=1[CH2:13][N:14]1[C:15]([OH:35])=[C:16]([C:31]([NH:5][CH2:4][CH2:3][O:2][CH3:1])=[O:32])[C:17]([OH:30])=[C:18]([C:21]([NH:23][CH2:24][C:25]([OH:27])=[O:26])=[O:22])[C:19]1=[O:20]. (3) Given the reactants [CH3:1][N:2]([CH3:28])[C:3]([C:5]1[C:15]([CH2:16][CH2:17][C:18](=[O:26])[C:19]2[CH:24]=[CH:23][CH:22]=[CH:21][C:20]=2[CH3:25])=[C:14]([OH:27])[C:8]2[N:9]=[C:10]([CH3:13])[N:11]([CH3:12])[C:7]=2[CH:6]=1)=[O:4].CC([O-])(C)C.[K+].[C:35]([OH:45])(=[O:44])[C@H:36]([C:38]1[CH:43]=[CH:42][CH:41]=[CH:40][CH:39]=1)[OH:37], predict the reaction product. The product is: [CH3:28][N:2]([CH3:1])[C:3]([C:5]1[C:15]([CH2:16][CH2:17][C@@H:18]([OH:26])[C:19]2[CH:24]=[CH:23][CH:22]=[CH:21][C:20]=2[CH3:25])=[C:14]([OH:27])[C:8]2[N:9]=[C:10]([CH3:13])[N:11]([CH3:12])[C:7]=2[CH:6]=1)=[O:4].[C:35]([OH:45])(=[O:44])[C@H:36]([C:38]1[CH:43]=[CH:42][CH:41]=[CH:40][CH:39]=1)[OH:37]. (4) Given the reactants [C:9](O[C:9]([O:11][C:12]([CH3:15])([CH3:14])[CH3:13])=[O:10])([O:11][C:12]([CH3:15])([CH3:14])[CH3:13])=[O:10].[CH2:16]1[C@@H:19]([C:20]([OH:22])=[O:21])[NH:18][CH2:17]1, predict the reaction product. The product is: [N:18]1([C:9]([O:11][C:12]([CH3:13])([CH3:14])[CH3:15])=[O:10])[CH2:17][CH2:16][C@H:19]1[C:20]([OH:22])=[O:21]. (5) Given the reactants [C:1]1([N:7]2[C:19]3[CH:18]=[CH:17][C:16]([C:20]([NH:22][NH2:23])=O)=[CH:15][C:14]=3[C:13]3[C:8]2=[CH:9][CH:10]=[CH:11][CH:12]=3)[CH:6]=[CH:5][CH:4]=[CH:3][CH:2]=1.[C:24]([NH:27][C:28]1[CH:33]=[CH:32][CH:31]=[CH:30][CH:29]=1)(=S)[CH3:25].C(O)CCC, predict the reaction product. The product is: [CH3:25][C:24]1[N:27]([C:28]2[CH:33]=[CH:32][CH:31]=[CH:30][CH:29]=2)[C:20]([C:16]2[CH:17]=[CH:18][C:19]3[N:7]([C:1]4[CH:6]=[CH:5][CH:4]=[CH:3][CH:2]=4)[C:8]4[C:13]([C:14]=3[CH:15]=2)=[CH:12][CH:11]=[CH:10][CH:9]=4)=[N:22][N:23]=1. (6) Given the reactants [F:1][C:2]1[CH:16]=[CH:15][C:5]([C:6]([C:8]2[CH:13]=[CH:12][C:11]([F:14])=[CH:10][CH:9]=2)=O)=[CH:4][CH:3]=1.Cl.[O:18]([NH2:20])[CH3:19], predict the reaction product. The product is: [CH3:19][O:18][N:20]=[C:6]([C:8]1[CH:13]=[CH:12][C:11]([F:14])=[CH:10][CH:9]=1)[C:5]1[CH:15]=[CH:16][C:2]([F:1])=[CH:3][CH:4]=1. (7) Given the reactants [CH:1]12[CH2:8][NH:7][CH2:6][CH:5]1[CH2:4][N:3]([C:9]1[CH:21]=[CH:20][C:19]3[C:18]4[C:13](=[CH:14][CH:15]=[CH:16][CH:17]=4)[C:12](=[O:22])[C:11]=3[CH:10]=1)[CH2:2]2.[C:23]1([CH3:33])[CH:28]=[CH:27][C:26]([S:29]([OH:32])(=[O:31])=[O:30])=[CH:25][CH:24]=1, predict the reaction product. The product is: [C:23]1([CH3:33])[CH:24]=[CH:25][C:26]([S:29]([OH:32])(=[O:30])=[O:31])=[CH:27][CH:28]=1.[CH:5]12[CH2:6][NH:7][CH2:8][CH:1]1[CH2:2][N:3]([C:9]1[CH:21]=[CH:20][C:19]3[C:18]4[C:13](=[CH:14][CH:15]=[CH:16][CH:17]=4)[C:12](=[O:22])[C:11]=3[CH:10]=1)[CH2:4]2. (8) Given the reactants [Br:1][C:2]1[CH:3]=[C:4]2[C@:15]3([CH2:19][S:18][C:17]([NH2:20])=[N:16]3)[C:14]3[C:9](=[CH:10][CH:11]=[C:12]([I:21])[CH:13]=3)[O:8][C:5]2=[N:6][CH:7]=1.[C:22](=[O:25])(O)[O-:23].[Na+], predict the reaction product. The product is: [Br:1][C:2]1[CH:3]=[C:4]2[C@:15]3([CH2:19][S:18][C:17]([NH:20][C:22](=[O:25])[O:23][C:4]([CH3:15])([CH3:5])[CH3:3])=[N:16]3)[C:14]3[C:9](=[CH:10][CH:11]=[C:12]([I:21])[CH:13]=3)[O:8][C:5]2=[N:6][CH:7]=1. (9) Given the reactants C(OC([N:8]1[CH2:12][C@H:11]([CH2:13][N:14]([C:24]2[CH:29]=[CH:28][C:27]([Cl:30])=[CH:26][CH:25]=2)[C:15](=O)[CH2:16][C:17]2[CH:22]=[CH:21][CH:20]=[CH:19][CH:18]=2)[C@@H:10]([CH2:31][C:32]2[CH:37]=[CH:36][CH:35]=[CH:34][CH:33]=2)[CH2:9]1)=O)(C)(C)C, predict the reaction product. The product is: [CH2:31]([C@H:10]1[CH2:9][NH:8][CH2:12][C@@H:11]1[CH2:13][N:14]([C:24]1[CH:29]=[CH:28][C:27]([Cl:30])=[CH:26][CH:25]=1)[CH2:15][CH2:16][C:17]1[CH:18]=[CH:19][CH:20]=[CH:21][CH:22]=1)[C:32]1[CH:33]=[CH:34][CH:35]=[CH:36][CH:37]=1. (10) Given the reactants [OH:1]O.[CH3:3][O:4][CH:5]1[CH2:9][CH:8]=C[CH2:6]1.[CH:10]([OH:12])=O, predict the reaction product. The product is: [CH3:3][O:4][CH:5]1[CH2:9][C@@H:8]([OH:1])[C@H:10]([OH:12])[CH2:6]1.